Predict the reactants needed to synthesize the given product. From a dataset of Full USPTO retrosynthesis dataset with 1.9M reactions from patents (1976-2016). (1) Given the product [CH2:23]([O:22][CH:4]([O:3][CH2:1][CH3:2])[CH:5]([C:16]1[CH:21]=[CH:20][CH:19]=[CH:18][CH:17]=1)[CH2:6][C:7]1[CH:12]=[CH:11][CH:10]=[CH:9][C:8]=1[NH2:13])[CH3:24].[C:4]([O-:22])(=[O:3])[CH3:5], predict the reactants needed to synthesize it. The reactants are: [CH2:1]([O:3][CH:4]([O:22][CH2:23][CH3:24])[CH:5]([C:16]1[CH:21]=[CH:20][CH:19]=[CH:18][CH:17]=1)[CH2:6][C:7]1[CH:12]=[CH:11][CH:10]=[CH:9][C:8]=1[N+:13]([O-])=O)[CH3:2]. (2) The reactants are: C(N1C(C2C=CC=CC=2)CC(C)(C)[N:10]2[N:22]=CC(C(=O)CC3C=CC(C)=CC=3)=C12)C1C=CC=CC=1.C(O[CH:38]=[C:39]([S:42]([CH2:45][C:46]1[CH:51]=[CH:50][C:49]([CH3:52])=[CH:48][CH:47]=1)(=[O:44])=[O:43])[C:40]#[N:41])C.O.NN. Given the product [C:49]1([CH3:52])[CH:50]=[CH:51][C:46]([CH2:45][S:42]([C:39]2[CH:38]=[N:22][NH:10][C:40]=2[NH2:41])(=[O:44])=[O:43])=[CH:47][CH:48]=1, predict the reactants needed to synthesize it. (3) The reactants are: [Cl:1][C:2]1[CH:3]=[C:4](OS(C(F)(F)F)(=O)=O)[CH:5]=[C:6]([Cl:21])[C:7]=1[CH2:8][CH:9]1[CH2:13][CH2:12][N:11]([CH:14]2[CH2:19][CH2:18][CH2:17][CH2:16][CH2:15]2)[C:10]1=[O:20].C(=O)([O-])[O-].[Na+].[Na+].[C:36]([CH2:39][C:40]1C=CC(B(O)O)=[CH:42][CH:41]=1)(O)=O.[C:49]([O:52][CH2:53]C)(=[O:51])[CH3:50]. Given the product [CH3:53][O:52][C:49]([C:50]1[CH:42]=[CH:41][C:40]([C:4]2[CH:3]=[C:2]([Cl:1])[C:7]([CH2:8][CH:9]3[CH2:13][CH2:12][N:11]([CH:14]4[CH2:19][CH2:18][CH2:17][CH2:16][CH2:15]4)[C:10]3=[O:20])=[C:6]([Cl:21])[CH:5]=2)=[CH:39][CH:36]=1)=[O:51], predict the reactants needed to synthesize it. (4) Given the product [Cl:1][C:2]1[CH:3]=[C:4]([N:10]2[C:14]([CH3:15])=[C:13]([C:16]([OH:27])([CH3:29])[C:17]([NH:19][C:20]3[CH:21]=[CH:22][C:23]([F:26])=[CH:24][CH:25]=3)=[O:18])[C:12]([CH3:28])=[N:11]2)[CH:5]=[CH:6][C:7]=1[C:8]#[N:9], predict the reactants needed to synthesize it. The reactants are: [Cl:1][C:2]1[CH:3]=[C:4]([N:10]2[C:14]([CH3:15])=[C:13]([C:16](=[O:27])[C:17]([NH:19][C:20]3[CH:25]=[CH:24][C:23]([F:26])=[CH:22][CH:21]=3)=[O:18])[C:12]([CH3:28])=[N:11]2)[CH:5]=[CH:6][C:7]=1[C:8]#[N:9].[CH3:29][Mg]Br.C(OCC)C.[Cl-].[NH4+]. (5) Given the product [OH:33][C:25]1[CH:24]=[C:23]([O:22][CH3:21])[CH:32]=[CH:31][C:26]=1[C:27](=[O:28])[CH2:14][C:13]([O:16][C:17]([CH3:20])([CH3:19])[CH3:18])=[O:15], predict the reactants needed to synthesize it. The reactants are: C(NC(C)C)(C)C.[Li]CCCC.[C:13]([O:16][C:17]([CH3:20])([CH3:19])[CH3:18])(=[O:15])[CH3:14].[CH3:21][O:22][C:23]1[CH:24]=[C:25]([OH:33])[C:26](=[CH:31][CH:32]=1)[C:27](OC)=[O:28]. (6) Given the product [N+:27]([C:30]1[CH:35]=[CH:34][C:33]([NH:36][C:2]2[CH:7]=[CH:6][C:5]([C:8]3[C:12]4[CH2:13][C:14]5[S:15][CH:16]=[CH:17][C:18]=5[C:11]=4[N:10]([CH2:19][O:20][CH2:21][CH2:22][Si:23]([CH3:26])([CH3:25])[CH3:24])[N:9]=3)=[CH:4][CH:3]=2)=[CH:32][CH:31]=1)([O-:29])=[O:28], predict the reactants needed to synthesize it. The reactants are: Br[C:2]1[CH:7]=[CH:6][C:5]([C:8]2[C:12]3[CH2:13][C:14]4[S:15][CH:16]=[CH:17][C:18]=4[C:11]=3[N:10]([CH2:19][O:20][CH2:21][CH2:22][Si:23]([CH3:26])([CH3:25])[CH3:24])[N:9]=2)=[CH:4][CH:3]=1.[N+:27]([C:30]1[CH:35]=[CH:34][C:33]([NH2:36])=[CH:32][CH:31]=1)([O-:29])=[O:28].C([O-])([O-])=O.[Cs+].[Cs+].CC1(C)C2C(=C(P(C3C=CC=CC=3)C3C=CC=CC=3)C=CC=2)OC2C(P(C3C=CC=CC=3)C3C=CC=CC=3)=CC=CC1=2.